This data is from Forward reaction prediction with 1.9M reactions from USPTO patents (1976-2016). The task is: Predict the product of the given reaction. (1) Given the reactants Cl.[NH2:2][C:3]1[N:32]=[C:6]2[N:7]([C:22]3[CH:27]=[CH:26][CH:25]=[C:24]([C:28]([F:31])([F:30])[F:29])[CH:23]=3)[C:8]([CH3:21])=[C:9]([C:19]#[N:20])[C@@H:10]([C:11]3[CH:16]=[CH:15][C:14]([C:17]#[N:18])=[CH:13][CH:12]=3)[N:5]2[N:4]=1.[CH:33]1([C:37](Cl)=[O:38])[CH2:36][CH2:35][CH2:34]1, predict the reaction product. The product is: [C:19]([C:9]1[C@@H:10]([C:11]2[CH:16]=[CH:15][C:14]([C:17]#[N:18])=[CH:13][CH:12]=2)[N:5]2[N:4]=[C:3]([NH:2][C:37]([CH:33]3[CH2:36][CH2:35][CH2:34]3)=[O:38])[N:32]=[C:6]2[N:7]([C:22]2[CH:27]=[CH:26][CH:25]=[C:24]([C:28]([F:29])([F:31])[F:30])[CH:23]=2)[C:8]=1[CH3:21])#[N:20]. (2) Given the reactants [CH3:1][NH:2][CH:3]1[CH2:8][CH2:7][CH2:6][CH2:5][CH2:4]1.FC(F)(F)S(O[C:15]1[C:16]2[CH2:36][N:35]([C:37](=[O:39])[CH3:38])[CH2:34][CH2:33][C:17]=2[N:18]=[C:19]([NH:21][C:22]2[CH:27]=[CH:26][C:25]([C:28]3[O:32][CH:31]=[N:30][CH:29]=3)=[CH:24][CH:23]=2)[N:20]=1)(=O)=O.S(C1C=CC(C)=CC=1)([O-])(=O)=O, predict the reaction product. The product is: [CH:3]1([N:2]([CH3:1])[C:15]2[C:16]3[CH2:36][N:35]([C:37](=[O:39])[CH3:38])[CH2:34][CH2:33][C:17]=3[N:18]=[C:19]([NH:21][C:22]3[CH:27]=[CH:26][C:25]([C:28]4[O:32][CH:31]=[N:30][CH:29]=4)=[CH:24][CH:23]=3)[N:20]=2)[CH2:8][CH2:7][CH2:6][CH2:5][CH2:4]1. (3) Given the reactants [Cl-].O[NH3+:3].[C:4](=[O:7])([O-])[OH:5].[Na+].CS(C)=O.[CH2:13]([C:17]1[N:18]=[C:19]([CH2:48][CH:49]2[CH2:51][CH2:50]2)[N:20]([C:39]2[CH:40]=[CH:41][C:42]3[O:46][CH2:45][CH2:44][C:43]=3[CH:47]=2)[C:21](=[O:38])[C:22]=1[CH2:23][C:24]1[CH:29]=[CH:28][C:27]([C:30]2[C:31]([C:36]#[N:37])=[CH:32][CH:33]=[CH:34][CH:35]=2)=[CH:26][CH:25]=1)[CH2:14][CH2:15][CH3:16], predict the reaction product. The product is: [CH2:13]([C:17]1[N:18]=[C:19]([CH2:48][CH:49]2[CH2:50][CH2:51]2)[N:20]([C:39]2[CH:40]=[CH:41][C:42]3[O:46][CH2:45][CH2:44][C:43]=3[CH:47]=2)[C:21](=[O:38])[C:22]=1[CH2:23][C:24]1[CH:25]=[CH:26][C:27]([C:30]2[CH:35]=[CH:34][CH:33]=[CH:32][C:31]=2[C:36]2[NH:3][C:4](=[O:7])[O:5][N:37]=2)=[CH:28][CH:29]=1)[CH2:14][CH2:15][CH3:16]. (4) The product is: [F:27][C:11]1[CH:10]=[C:9]([F:28])[C:8]([C:31]2[O:32][C:33]3[CH:39]=[C:38]([C:40]([F:43])([F:42])[F:41])[CH:37]=[CH:36][C:34]=3[N:35]=2)=[CH:13][C:12]=1[C@:14]1([CH3:26])[C:20]([F:22])([F:21])[C:19]([CH3:23])([CH3:24])[O:18][CH2:17][C:16](=[O:25])[NH:15]1. Given the reactants CC1(C)COB([C:8]2[C:9]([F:28])=[CH:10][C:11]([F:27])=[C:12]([C@:14]3([CH3:26])[C:20]([F:22])([F:21])[C:19]([CH3:24])([CH3:23])[O:18][CH2:17][C:16](=[O:25])[NH:15]3)[CH:13]=2)OC1.Cl[C:31]1[O:32][C:33]2[CH:39]=[C:38]([C:40]([F:43])([F:42])[F:41])[CH:37]=[CH:36][C:34]=2[N:35]=1, predict the reaction product. (5) The product is: [CH2:31]([N:28]1[C:23]2=[N:24][C:25]([CH2:26][CH3:27])=[C:20]([CH2:19][N:10]([CH2:9][C:4]3[CH:3]=[C:2]([C:46]4[CH:45]=[CH:44][CH:43]=[C:42]([CH:40]=[O:41])[CH:47]=4)[C:7]([CH3:8])=[CH:6][CH:5]=3)[C:11]([C:13]3([C:16]([NH2:18])=[O:17])[CH2:15][CH2:14]3)=[O:12])[C:21]([NH:33][CH:34]3[CH2:39][CH2:38][O:37][CH2:36][CH2:35]3)=[C:22]2[CH:30]=[N:29]1)[CH3:32]. Given the reactants Br[C:2]1[CH:3]=[C:4]([CH2:9][N:10]([CH2:19][C:20]2[C:21]([NH:33][CH:34]3[CH2:39][CH2:38][O:37][CH2:36][CH2:35]3)=[C:22]3[CH:30]=[N:29][N:28]([CH2:31][CH3:32])[C:23]3=[N:24][C:25]=2[CH2:26][CH3:27])[C:11]([C:13]2([C:16]([NH2:18])=[O:17])[CH2:15][CH2:14]2)=[O:12])[CH:5]=[CH:6][C:7]=1[CH3:8].[CH:40]([C:42]1[CH:43]=[C:44](B(O)O)[CH:45]=[CH:46][CH:47]=1)=[O:41].C([O-])([O-])=O.[Na+].[Na+], predict the reaction product. (6) Given the reactants CC(OI1(OC(C)=O)(OC(C)=O)OC(=O)C2C=CC=CC1=2)=O.[Cl:23][C:24]1[C:25]([CH2:71][C:72]2[CH:77]=[CH:76][C:75]([CH2:78][CH3:79])=[CH:74][CH:73]=2)=[CH:26][C:27]([C@H:32]2[C@H:37]([O:38][CH2:39][C:40]3[CH:45]=[CH:44][CH:43]=[CH:42][CH:41]=3)[C@@H:36]([O:46][CH2:47][C:48]3[CH:53]=[CH:52][CH:51]=[CH:50][CH:49]=3)[C@H:35]([O:54][CH2:55][C:56]3[CH:61]=[CH:60][CH:59]=[CH:58][CH:57]=3)[C@@H:34]([CH2:62][O:63][CH2:64][C:65]3[CH:70]=[CH:69][CH:68]=[CH:67][CH:66]=3)[O:33]2)=[C:28]([CH2:30][OH:31])[CH:29]=1, predict the reaction product. The product is: [Cl:23][C:24]1[C:25]([CH2:71][C:72]2[CH:73]=[CH:74][C:75]([CH2:78][CH3:79])=[CH:76][CH:77]=2)=[CH:26][C:27]([C@H:32]2[C@H:37]([O:38][CH2:39][C:40]3[CH:41]=[CH:42][CH:43]=[CH:44][CH:45]=3)[C@@H:36]([O:46][CH2:47][C:48]3[CH:53]=[CH:52][CH:51]=[CH:50][CH:49]=3)[C@H:35]([O:54][CH2:55][C:56]3[CH:61]=[CH:60][CH:59]=[CH:58][CH:57]=3)[C@@H:34]([CH2:62][O:63][CH2:64][C:65]3[CH:66]=[CH:67][CH:68]=[CH:69][CH:70]=3)[O:33]2)=[C:28]([CH:29]=1)[CH:30]=[O:31]. (7) Given the reactants [NH2:1][C:2]1[CH:10]=[CH:9][CH:8]=[CH:7][C:3]=1[C:4]([OH:6])=[O:5].OS(O)(=O)=O.[CH2:16](O)[CH3:17], predict the reaction product. The product is: [NH2:1][C:2]1[CH:10]=[CH:9][CH:8]=[CH:7][C:3]=1[C:4]([O:6][CH2:16][CH3:17])=[O:5]. (8) Given the reactants [C:1]([O:5][C:6]([N:8]1[CH2:13][CH2:12][N:11]([C:14]2[N:23]=[C:22]([NH2:24])[C:21]3[C:16](=[C:17](Br)[C:18]([O:27][CH3:28])=[C:19]([O:25][CH3:26])[CH:20]=3)[N:15]=2)[CH2:10][CH2:9]1)=[O:7])([CH3:4])([CH3:3])[CH3:2].[Cu](C#N)[C:31]#[N:32].CN1CCCC1=O, predict the reaction product. The product is: [C:1]([O:5][C:6]([N:8]1[CH2:13][CH2:12][N:11]([C:14]2[N:23]=[C:22]([NH2:24])[C:21]3[C:16](=[C:17]([C:31]#[N:32])[C:18]([O:27][CH3:28])=[C:19]([O:25][CH3:26])[CH:20]=3)[N:15]=2)[CH2:10][CH2:9]1)=[O:7])([CH3:4])([CH3:3])[CH3:2]. (9) Given the reactants [C:1]([O:5][C:6]([N:8]1[CH2:13][CH2:12][CH:11]([OH:14])[CH2:10][CH2:9]1)=[O:7])([CH3:4])([CH3:3])[CH3:2].[H-].[Na+].Br[C:18]1[CH:23]=[CH:22][CH:21]=[CH:20][N:19]=1, predict the reaction product. The product is: [N:19]1[CH:20]=[CH:21][CH:22]=[CH:23][C:18]=1[O:14][CH:11]1[CH2:12][CH2:13][N:8]([C:6]([O:5][C:1]([CH3:4])([CH3:2])[CH3:3])=[O:7])[CH2:9][CH2:10]1. (10) Given the reactants [OH:1][CH2:2][C:3]([C:6]1[S:10][C:9]([NH:11][C:12](=[O:30])[CH:13]([NH:17][CH:18]2[CH2:27][CH2:26][C:25]3[C:20](=[C:21]([F:29])[CH:22]=[C:23]([F:28])[CH:24]=3)[CH2:19]2)[CH2:14][CH2:15][CH3:16])=[N:8][N:7]=1)([CH3:5])[CH3:4].CC(OI1(OC(C)=O)(OC(C)=O)OC(=O)C2C=CC=CC1=2)=O.CS(C)=O, predict the reaction product. The product is: [CH3:4][C:3]([C:6]1[S:10][C:9]([NH:11][C:12](=[O:30])[CH:13]([NH:17][CH:18]2[CH2:27][CH2:26][C:25]3[C:20](=[C:21]([F:29])[CH:22]=[C:23]([F:28])[CH:24]=3)[CH2:19]2)[CH2:14][CH2:15][CH3:16])=[N:8][N:7]=1)([CH3:5])[CH:2]=[O:1].